Dataset: Forward reaction prediction with 1.9M reactions from USPTO patents (1976-2016). Task: Predict the product of the given reaction. Given the reactants [F:1][C:2]1[CH:9]=[CH:8][CH:7]=[CH:6][C:3]=1[CH2:4]Br.[CH3:10][C:11]1[CH:12]=[C:13]([CH2:30][CH:31]2[CH2:36][CH2:35][NH:34][CH2:33][CH2:32]2)[CH:14]=[C:15]2[C:19]=1[C:18](=[O:20])[N:17]([CH2:21][CH:22]([CH:24]1CCCC[CH2:25]1)C)[CH2:16]2.C(=O)([O-])[O-].[K+].[K+].CC(C)([O-])C.[Na+], predict the reaction product. The product is: [CH:22]1([CH2:21][N:17]2[CH2:16][C:15]3[C:19](=[C:11]([CH3:10])[CH:12]=[C:13]([CH2:30][CH:31]4[CH2:32][CH2:33][N:34]([CH2:4][C:3]5[CH:6]=[CH:7][CH:8]=[CH:9][C:2]=5[F:1])[CH2:35][CH2:36]4)[CH:14]=3)[C:18]2=[O:20])[CH2:25][CH2:24]1.